From a dataset of Forward reaction prediction with 1.9M reactions from USPTO patents (1976-2016). Predict the product of the given reaction. (1) Given the reactants [C:1]([N:3]1[C:11]2[CH:10]=[CH:9][C:8]([CH3:12])=[CH:7][C:6]=2[C:5]2[CH2:13][N:14]([CH3:17])[CH2:15][CH2:16][C:4]1=2)#[CH:2].Br[C:19]1[CH:20]=[N:21][C:22]2[C:27]([CH:28]=1)=[CH:26][CH:25]=[CH:24][CH:23]=2.CCCC[N+](CCCC)(CCCC)CCCC.[F-], predict the reaction product. The product is: [CH3:17][N:14]1[CH2:15][CH2:16][C:4]2[N:3]([C:1]#[C:2][C:19]3[CH:20]=[N:21][C:22]4[C:27]([CH:28]=3)=[CH:26][CH:25]=[CH:24][CH:23]=4)[C:11]3[CH:10]=[CH:9][C:8]([CH3:12])=[CH:7][C:6]=3[C:5]=2[CH2:13]1. (2) The product is: [O:14]=[C:12]1[CH:11]=[C:10]([C:16]([O:18][CH3:19])=[O:17])[C:2]2[C:3](=[CH:5][CH:6]=[CH:7][CH:8]=2)[NH:4]1. Given the reactants I[C:2]1[CH:8]=[CH:7][CH:6]=[CH:5][C:3]=1[NH2:4].C/[C:10](/[C:16]([O-:18])=[O:17])=[C:11](\C)/[C:12]([O-:14])=O.[CH2:19](N(CC)CC)C, predict the reaction product. (3) The product is: [Br:12][C:9]1[CH:10]=[CH:11][C:6]([CH:3]([NH:2][C:15](=[O:16])[CH:14]([F:13])[CH2:18][C:19]2[CH:24]=[CH:23][C:22]([O:25][CH2:26][C:27]#[CH:28])=[C:21]([O:29][CH3:30])[CH:20]=2)[C:4]#[N:5])=[CH:7][CH:8]=1. Given the reactants Cl.[NH2:2][CH:3]([C:6]1[CH:11]=[CH:10][C:9]([Br:12])=[CH:8][CH:7]=1)[C:4]#[N:5].[F:13][CH:14]([CH2:18][C:19]1[CH:24]=[CH:23][C:22]([O:25][CH2:26][C:27]#[CH:28])=[C:21]([O:29][CH3:30])[CH:20]=1)[C:15](O)=[O:16].CCN=C=NCCCN(C)C.CN(C)C=O, predict the reaction product. (4) Given the reactants CS(O)(=O)=O.O=P12OP3(OP(OP(O3)(O1)=O)(=O)O2)=O.[CH:20]1[C:28]2[C:27]3[CH:29]=[CH:30][CH:31]=[CH:32][C:26]=3[S:25](=O)[C:24]=2[CH:23]=[CH:22][CH:21]=1.[CH3:34][O:35][CH2:36][CH2:37][O:38][CH2:39][CH2:40][O:41][C:42]1[C:47]([CH3:48])=[CH:46][CH:45]=[CH:44][C:43]=1[CH3:49].[I-:50].[Na+], predict the reaction product. The product is: [I-:50].[CH3:34][O:35][CH2:36][CH2:37][O:38][CH2:39][CH2:40][O:41][C:42]1[C:43]([CH3:49])=[CH:44][C:45]([S+:25]2[C:24]3[CH:23]=[CH:22][CH:21]=[CH:20][C:28]=3[C:27]3[CH:29]=[CH:30][CH:31]=[CH:32][C:26]2=3)=[CH:46][C:47]=1[CH3:48].